Dataset: Reaction yield outcomes from USPTO patents with 853,638 reactions. Task: Predict the reaction yield, written as a fraction of the theoretical maximum amount of product (1.0 means a 100% yield; for example, 0.34 means a 34% yield). The reactants are CCN(C(C)C)C(C)C.[C:10](Cl)(=[O:14])[CH:11]([CH3:13])[CH3:12].Cl.[NH2:17][CH2:18][C:19]1[CH:24]=[CH:23][C:22]([C:25]([N:27]2[CH2:36][C:35]3[CH:34]=[N:33][N:32]([CH3:37])[C:31]=3[NH:30][C:29]3[CH:38]=[C:39]([Cl:42])[CH:40]=[CH:41][C:28]2=3)=[O:26])=[CH:21][C:20]=1[F:43].C1C(N=NC2C(=O)N(C3C=CC(S([O-])(=O)=O)=CC=3)N=C2C([O-])=O)=CC=C(S([O-])(=O)=O)C=1.[Na+].[Na+].[Na+]. The catalyst is ClCCl. The product is [Cl:42][C:39]1[CH:40]=[CH:41][C:28]2[N:27]([C:25]([C:22]3[CH:23]=[CH:24][C:19]([CH2:18][NH:17][C:10](=[O:14])[CH:11]([CH3:13])[CH3:12])=[C:20]([F:43])[CH:21]=3)=[O:26])[CH2:36][C:35]3[CH:34]=[N:33][N:32]([CH3:37])[C:31]=3[NH:30][C:29]=2[CH:38]=1. The yield is 0.710.